This data is from Full USPTO retrosynthesis dataset with 1.9M reactions from patents (1976-2016). The task is: Predict the reactants needed to synthesize the given product. (1) Given the product [CH3:1][C:2]1[C:3]2[NH:9][C:13](=[O:14])[C:12]3[CH:16]=[CH:17][C:18]([C:20]([F:23])([F:21])[F:22])=[N:19][C:11]=3[NH:8][C:4]=2[CH:5]=[CH:6][CH:7]=1, predict the reactants needed to synthesize it. The reactants are: [CH3:1][C:2]1[CH:7]=[CH:6][CH:5]=[C:4]([NH2:8])[C:3]=1[NH2:9].Cl[C:11]1[N:19]=[C:18]([C:20]([F:23])([F:22])[F:21])[CH:17]=[CH:16][C:12]=1[C:13](O)=[O:14]. (2) Given the product [NH:19]1[CH:23]=[CH:22][N:21]=[C:20]1[CH:24]=[N:18][NH:17][C:15]([C:7]1[NH:8][C:9]2[C:14]([C:6]=1[C:3]1[CH:4]=[CH:5][S:1][CH:2]=1)=[CH:13][CH:12]=[CH:11][CH:10]=2)=[O:16], predict the reactants needed to synthesize it. The reactants are: [S:1]1[CH:5]=[CH:4][C:3]([C:6]2[C:14]3[C:9](=[CH:10][CH:11]=[CH:12][CH:13]=3)[NH:8][C:7]=2[C:15]([NH:17][NH2:18])=[O:16])=[CH:2]1.[NH:19]1[CH:23]=[CH:22][N:21]=[C:20]1[CH:24]=O. (3) Given the product [OH:66][C@@H:65]([CH3:67])[C:64]([N:61]1[CH2:60][CH2:59][N:58]([CH2:57][C:35]2[S:36][C:37]3[C:42]([N:43]4[CH2:48][CH2:47][O:46][CH2:45][CH2:44]4)=[N:41][C:40]([C:49]4[CH:50]=[CH:51][C:52]([C:55]#[N:56])=[N:53][CH:54]=4)=[N:39][C:38]=3[C:34]=2[CH3:33])[CH2:63][CH2:62]1)=[O:68], predict the reactants needed to synthesize it. The reactants are: ClC1N=C(N2CCOCC2)C2SC(CN3CCN(C(OC(C)(C)C)=O)CC3)=C(C)C=2N=1.Cl.[CH3:33][C:34]1[C:38]2[N:39]=[C:40]([C:49]3[CH:50]=[CH:51][C:52]([C:55]#[N:56])=[N:53][CH:54]=3)[N:41]=[C:42]([N:43]3[CH2:48][CH2:47][O:46][CH2:45][CH2:44]3)[C:37]=2[S:36][C:35]=1[CH2:57][N:58]1[CH2:63][CH2:62][NH:61][CH2:60][CH2:59]1.[C:64](O)(=[O:68])[C@H:65]([CH3:67])[OH:66]. (4) Given the product [Cl:1][C:2]1[CH:11]=[C:10]2[C:5]([C:6]([N:12]3[CH2:13][CH2:14][N:15]([C:18](=[N:26][C:27]#[N:28])[NH:35][CH2:34][C:33]4[CH:36]=[CH:37][C:30]([F:29])=[CH:31][CH:32]=4)[CH2:16][CH2:17]3)=[CH:7][CH:8]=[N:9]2)=[CH:4][CH:3]=1, predict the reactants needed to synthesize it. The reactants are: [Cl:1][C:2]1[CH:11]=[C:10]2[C:5]([C:6]([N:12]3[CH2:17][CH2:16][N:15]([C:18](=[N:26][C:27]#[N:28])OC4C=CC=CC=4)[CH2:14][CH2:13]3)=[CH:7][CH:8]=[N:9]2)=[CH:4][CH:3]=1.[F:29][C:30]1[CH:37]=[CH:36][C:33]([CH2:34][NH2:35])=[CH:32][CH:31]=1. (5) The reactants are: Cl[C:2]1[C:11]([Cl:12])=[N:10][C:9]2[C:4](=[CH:5][CH:6]=[CH:7][CH:8]=2)[N:3]=1.[N:13]1([C:19]([O:21][C:22]([CH3:25])([CH3:24])[CH3:23])=[O:20])[CH2:18][CH2:17][NH:16][CH2:15][CH2:14]1.C(N(C(C)C)C(C)C)C. Given the product [Cl:12][C:11]1[C:2]([N:16]2[CH2:15][CH2:14][N:13]([C:19]([O:21][C:22]([CH3:25])([CH3:24])[CH3:23])=[O:20])[CH2:18][CH2:17]2)=[N:3][C:4]2[C:9]([N:10]=1)=[CH:8][CH:7]=[CH:6][CH:5]=2, predict the reactants needed to synthesize it. (6) Given the product [Br:14][CH2:12][C:11]([C:4]1[CH:3]=[C:2]([F:1])[C:7]([S:8][CH3:9])=[C:6]([F:10])[CH:5]=1)=[O:13], predict the reactants needed to synthesize it. The reactants are: [F:1][C:2]1[CH:3]=[C:4]([C:11](=[O:13])[CH3:12])[CH:5]=[C:6]([F:10])[C:7]=1[S:8][CH3:9].[Br:14]Br.O. (7) Given the product [F:52][C:53]1[C:27]([C:25]([NH:24][C:4]2[CH:5]=[CH:6][C:7]([O:8][C:9]3[CH:14]=[CH:13][N:12]=[C:11]4[CH:15]=[C:16]([C:18]5[N:19]([CH3:23])[CH:20]=[CH:21][N:22]=5)[S:17][C:10]=34)=[C:2]([F:1])[CH:3]=2)=[O:26])=[CH:57][CH:56]=[CH:55][C:54]=1[C:62]1[CH:63]=[CH:64][CH:65]=[CH:66][CH:67]=1, predict the reactants needed to synthesize it. The reactants are: [F:1][C:2]1[CH:3]=[C:4]([NH:24][C:25]([C:27]2SC(C3C=CC=CC=3)=CN=2)=[O:26])[CH:5]=[CH:6][C:7]=1[O:8][C:9]1[CH:14]=[CH:13][N:12]=[C:11]2[CH:15]=[C:16]([C:18]3[N:19]([CH3:23])[CH:20]=[CH:21][N:22]=3)[S:17][C:10]=12.C1(C2SC(C(Cl)=O)=NC=2)C=CC=CC=1.[F:52][C:53]1C(C(Cl)=O)=[CH:57][CH:56]=[CH:55][C:54]=1[C:62]1[CH:67]=[CH:66][CH:65]=[CH:64][CH:63]=1.